This data is from Reaction yield outcomes from USPTO patents with 853,638 reactions. The task is: Predict the reaction yield, written as a fraction of the theoretical maximum amount of product (1.0 means a 100% yield; for example, 0.34 means a 34% yield). The reactants are [CH3:1]S(C)=O.[CH2:5]=[O:6].[C:7](=[O:10])([O-])[OH:8].[Na+].[OH:12][C:13]1[C:25]([C:26]([F:29])([F:28])[F:27])=[CH:24][CH:23]=[C:22]([CH2:30][O:31][C:32]2[CH:37]=[CH:36][C:35]([C:38]3[CH:43]=[CH:42][C:41]([CH2:44][C:45]([O:47][CH3:48])=[O:46])=[CH:40][CH:39]=3)=[CH:34][CH:33]=2)[C:14]=1[C:15]([O:17][C:18]([CH3:21])([CH3:20])[CH3:19])=[O:16]. The catalyst is C(OCC)(=O)C. The product is [OH:12][C:13]1[C:25]([C:26]([F:28])([F:29])[F:27])=[CH:24][CH:23]=[C:22]([CH2:30][O:31][C:32]2[CH:37]=[CH:36][C:35]([C:38]3[CH:43]=[CH:42][C:41]([CH:44]([C:45]([O:47][CH3:48])=[O:46])[CH2:7][OH:8])=[CH:40][CH:39]=3)=[CH:34][CH:33]=2)[C:14]=1[C:15]([O:17][C:18]([CH3:19])([CH3:20])[CH3:21])=[O:16].[OH:12][C:13]1[C:25]([C:26]([F:28])([F:29])[F:27])=[CH:24][CH:23]=[C:22]([CH2:30][O:31][C:32]2[CH:37]=[CH:36][C:35]([C:38]3[CH:43]=[CH:42][C:41]([C:44]([C:45]([O:47][CH3:48])=[O:46])=[CH2:1])=[CH:40][CH:39]=3)=[CH:34][CH:33]=2)[C:14]=1[C:15]([O:17][C:18]([CH3:19])([CH3:20])[CH3:21])=[O:16].[OH:12][C:13]1[C:25]([C:26]([F:28])([F:29])[F:27])=[CH:24][CH:23]=[C:22]([CH2:30][O:31][C:32]2[CH:37]=[CH:36][C:35]([C:38]3[CH:43]=[CH:42][C:41]([C:44]([CH2:7][OH:10])([C:45]([O:47][CH3:48])=[O:46])[CH2:5][OH:6])=[CH:40][CH:39]=3)=[CH:34][CH:33]=2)[C:14]=1[C:15]([O:17][C:18]([CH3:19])([CH3:20])[CH3:21])=[O:16]. The yield is 0.580.